This data is from NCI-60 drug combinations with 297,098 pairs across 59 cell lines. The task is: Regression. Given two drug SMILES strings and cell line genomic features, predict the synergy score measuring deviation from expected non-interaction effect. Drug 1: C#CCC(CC1=CN=C2C(=N1)C(=NC(=N2)N)N)C3=CC=C(C=C3)C(=O)NC(CCC(=O)O)C(=O)O. Drug 2: C1CN(CCN1C(=O)CCBr)C(=O)CCBr. Cell line: ACHN. Synergy scores: CSS=43.7, Synergy_ZIP=6.91, Synergy_Bliss=6.76, Synergy_Loewe=2.27, Synergy_HSA=5.21.